This data is from Forward reaction prediction with 1.9M reactions from USPTO patents (1976-2016). The task is: Predict the product of the given reaction. (1) Given the reactants [Br:1][C:2]1[CH:3]=[C:4]([C:7](=[O:12])C(Cl)(Cl)Cl)[NH:5][CH:6]=1.[CH3:13][O-:14].[Na+].CO, predict the reaction product. The product is: [CH3:13][O:14][C:7]([C:4]1[NH:5][CH:6]=[C:2]([Br:1])[CH:3]=1)=[O:12]. (2) Given the reactants [CH3:1][CH:2]1[CH2:7][C:6](=[O:8])[CH2:5][C:4](=[O:9])[CH2:3]1.C(N(CC)CC)C.[CH2:17]([O:19][C:20]1[CH:28]=[CH:27][C:23]([C:24](Cl)=[O:25])=[CH:22][CH:21]=1)[CH3:18].OC1CCCC(=O)C=1C(=O)C1C=CC(OC)=CC=1, predict the reaction product. The product is: [CH2:17]([O:19][C:20]1[CH:28]=[CH:27][C:23]([C:24]([C:5]2[C:4](=[O:9])[CH2:3][CH:2]([CH3:1])[CH2:7][C:6]=2[OH:8])=[O:25])=[CH:22][CH:21]=1)[CH3:18]. (3) Given the reactants [CH:1]1([N:4]([CH:18]2[CH2:23][CH2:22][NH:21][CH2:20][CH2:19]2)[C:5](=[O:17])[C:6]2[CH:11]=[CH:10][C:9]([C:12]3[O:16][CH:15]=[N:14][CH:13]=3)=[CH:8][CH:7]=2)[CH2:3][CH2:2]1.Cl[C:25]1[N:30]=[CH:29][C:28]([O:31][CH3:32])=[CH:27][N:26]=1, predict the reaction product. The product is: [CH:1]1([N:4]([CH:18]2[CH2:23][CH2:22][N:21]([C:25]3[N:30]=[CH:29][C:28]([O:31][CH3:32])=[CH:27][N:26]=3)[CH2:20][CH2:19]2)[C:5](=[O:17])[C:6]2[CH:7]=[CH:8][C:9]([C:12]3[O:16][CH:15]=[N:14][CH:13]=3)=[CH:10][CH:11]=2)[CH2:3][CH2:2]1. (4) Given the reactants Cl.[NH2:2][C@@H:3]1[CH2:8][CH2:7][C@H:6]([NH:9][C:10](=[O:27])[C:11]2[CH:16]=[C:15]([F:17])[CH:14]=[N:13][C:12]=2[O:18][C:19]2[CH:24]=[CH:23][CH:22]=[C:21]([S:25][CH3:26])[CH:20]=2)[CH2:5][CH2:4]1.C(N(CC)CC)C.[C:35](Cl)(=[O:37])[CH3:36], predict the reaction product. The product is: [C:35]([NH:2][C@@H:3]1[CH2:8][CH2:7][C@H:6]([NH:9][C:10](=[O:27])[C:11]2[CH:16]=[C:15]([F:17])[CH:14]=[N:13][C:12]=2[O:18][C:19]2[CH:24]=[CH:23][CH:22]=[C:21]([S:25][CH3:26])[CH:20]=2)[CH2:5][CH2:4]1)(=[O:37])[CH3:36]. (5) Given the reactants [N:1]1([C:11]([O:13]C2C=CC([N+]([O-])=O)=CC=2)=O)[C:10]2[C:5](=[CH:6][CH:7]=[CH:8][CH:9]=2)[CH2:4][CH2:3][CH2:2]1.[CH2:23]1[C:28]2([C:36]3[C:31](=[CH:32][CH:33]=[CH:34][CH:35]=3)[CH:30]=[CH:29]2)[CH2:27][CH2:26][NH:25][CH2:24]1.Cl.C(N(CC)CC)C.O, predict the reaction product. The product is: [N:1]1([C:11]([N:25]2[CH2:26][CH2:27][C:28]3([C:36]4[C:31](=[CH:32][CH:33]=[CH:34][CH:35]=4)[CH:30]=[CH:29]3)[CH2:23][CH2:24]2)=[O:13])[C:10]2[C:5](=[CH:6][CH:7]=[CH:8][CH:9]=2)[CH2:4][CH2:3][CH2:2]1. (6) The product is: [CH3:2][O:3][C:4]1[C:5]2[N:12]=[C:11]([NH:13][C:14]([N:16]3[CH2:17][CH2:18][N:19]([C:27](=[O:42])[C:26]4[CH:29]=[CH:30][C:23]([F:22])=[C:24]([C:31]([F:34])([F:33])[F:32])[CH:25]=4)[CH2:20][CH2:21]3)=[O:15])[S:10][C:6]=2[N:7]=[CH:8][N:9]=1. Given the reactants Cl.[CH3:2][O:3][C:4]1[C:5]2[N:12]=[C:11]([NH:13][C:14]([N:16]3[CH2:21][CH2:20][NH:19][CH2:18][CH2:17]3)=[O:15])[S:10][C:6]=2[N:7]=[CH:8][N:9]=1.[F:22][C:23]1[CH:30]=[CH:29][C:26]([CH2:27]Cl)=[CH:25][C:24]=1[C:31]([F:34])([F:33])[F:32].C(N(CC)CC)C.[OH2:42], predict the reaction product.